Dataset: Reaction yield outcomes from USPTO patents with 853,638 reactions. Task: Predict the reaction yield, written as a fraction of the theoretical maximum amount of product (1.0 means a 100% yield; for example, 0.34 means a 34% yield). (1) The reactants are [NH2:1][CH2:2][CH2:3][C:4]1[CH:5]=[C:6]([CH2:10][C@H:11]([NH:13][C@@H:14]([C:16]2[CH:21]=[CH:20][CH:19]=[CH:18][CH:17]=2)[CH3:15])[CH3:12])[CH:7]=[CH:8][CH:9]=1.[C:22]([O:26][C:27](O[C:27]([O:26][C:22]([CH3:25])([CH3:24])[CH3:23])=[O:28])=[O:28])([CH3:25])([CH3:24])[CH3:23].C(N(CC)C(C)C)(C)C.C(=O)(O)[O-].[Na+]. The yield is 0.510. The product is [C:22]([O:26][C:27](=[O:28])[NH:1][CH2:2][CH2:3][C:4]1[CH:9]=[CH:8][CH:7]=[C:6]([CH2:10][C@H:11]([NH:13][C@@H:14]([C:16]2[CH:17]=[CH:18][CH:19]=[CH:20][CH:21]=2)[CH3:15])[CH3:12])[CH:5]=1)([CH3:25])([CH3:24])[CH3:23]. The catalyst is C(Cl)Cl. (2) The reactants are [CH3:1][N:2]([CH3:13])[CH2:3][CH2:4][O:5][C:6]1[CH:11]=[CH:10][C:9]([NH2:12])=[CH:8][CH:7]=1.[CH3:14][O:15][C:16](=[O:28])[C:17]1[C:18](=[C:23](I)[CH:24]=[CH:25][CH:26]=1)[C:19]([O:21][CH3:22])=[O:20].C1C=CC(P(C2C(C3C(P(C4C=CC=CC=4)C4C=CC=CC=4)=CC=C4C=3C=CC=C4)=C3C(C=CC=C3)=CC=2)C2C=CC=CC=2)=CC=1.C(=O)([O-])[O-].[Cs+].[Cs+]. The catalyst is C1(C)C=CC=CC=1.C(Cl)Cl.C1C=CC(/C=C/C(/C=C/C2C=CC=CC=2)=O)=CC=1.C1C=CC(/C=C/C(/C=C/C2C=CC=CC=2)=O)=CC=1.C1C=CC(/C=C/C(/C=C/C2C=CC=CC=2)=O)=CC=1.[Pd].[Pd]. The product is [CH3:22][O:21][C:19](=[O:20])[C:18]1[C:17](=[C:26]([NH:12][C:9]2[CH:10]=[CH:11][C:6]([O:5][CH2:4][CH2:3][N:2]([CH3:13])[CH3:1])=[CH:7][CH:8]=2)[CH:25]=[CH:24][CH:23]=1)[C:16]([O:15][CH3:14])=[O:28]. The yield is 0.460. (3) The reactants are Br[C:2]1[N:3]=[C:4]([C:8]([NH2:10])=[O:9])[N:5]([CH3:7])[CH:6]=1.[C:11]([C:15]1[CH:16]=[C:17]2[C:22](=[CH:23][CH:24]=1)[C:21](=[O:25])[N:20]([C:26]1[CH:36]=[CH:35][CH:34]=[C:33](B3OC(C)(C)C(C)(C)O3)[C:27]=1[CH2:28][O:29]C(=O)C)[N:19]=[CH:18]2)([CH3:14])([CH3:13])[CH3:12]. No catalyst specified. The product is [C:11]([C:15]1[CH:16]=[C:17]2[C:22](=[CH:23][CH:24]=1)[C:21](=[O:25])[N:20]([C:26]1[C:27]([CH2:28][OH:29])=[C:33]([C:2]3[N:3]=[C:4]([C:8]([NH2:10])=[O:9])[N:5]([CH3:7])[CH:6]=3)[CH:34]=[CH:35][CH:36]=1)[N:19]=[CH:18]2)([CH3:14])([CH3:12])[CH3:13]. The yield is 0.330. (4) The catalyst is Cl.O. The yield is 0.720. The product is [NH:2]([C:3]1[CH:4]=[C:5]([CH:15]=[CH:16][CH:17]=1)[CH2:6][CH2:7][NH:8][C:9](=[O:14])[C:10]([F:11])([F:12])[F:13])[NH2:18]. The reactants are Cl.[NH2:2][C:3]1[CH:4]=[C:5]([CH:15]=[CH:16][CH:17]=1)[CH2:6][CH2:7][NH:8][C:9](=[O:14])[C:10]([F:13])([F:12])[F:11].[N:18]([O-])=O.[Na+].O.O.Cl[Sn]Cl. (5) No catalyst specified. The reactants are Cl[C:2]1[CH:11]=[CH:10][N:9]=[C:8]2[C:3]=1[C:4]1[CH:16]=[CH:15][CH:14]=[CH:13][C:5]=1[C:6](=[O:12])[NH:7]2.[Cl:17][C:18]1[CH:19]=[C:20]([CH:22]=[CH:23][CH:24]=1)[NH2:21]. The yield is 0.680. The product is [Cl:17][C:18]1[CH:19]=[C:20]([NH:21][C:2]2[CH:11]=[CH:10][N:9]=[C:8]3[C:3]=2[C:4]2[CH:16]=[CH:15][CH:14]=[CH:13][C:5]=2[C:6](=[O:12])[NH:7]3)[CH:22]=[CH:23][CH:24]=1. (6) The reactants are Br[C:2]1[N:3]=[C:4]2[C:10]([C:11]([NH:13][C:14]([CH3:17])([CH3:16])[CH3:15])=[O:12])=[CH:9][N:8]([CH2:18][O:19][CH2:20][CH2:21][Si:22]([CH3:25])([CH3:24])[CH3:23])[C:5]2=[N:6][CH:7]=1.[F:26][CH:27]([F:51])[O:28][C:29]1[CH:30]=[C:31]2[C:35](=[CH:36][CH:37]=1)[NH:34][N:33]=[C:32]2[Sn](CCCC)(CCCC)CCCC. The catalyst is CN(C=O)C.C1C=CC([P]([Pd]([P](C2C=CC=CC=2)(C2C=CC=CC=2)C2C=CC=CC=2)([P](C2C=CC=CC=2)(C2C=CC=CC=2)C2C=CC=CC=2)[P](C2C=CC=CC=2)(C2C=CC=CC=2)C2C=CC=CC=2)(C2C=CC=CC=2)C2C=CC=CC=2)=CC=1.[Cu]I. The product is [C:14]([NH:13][C:11]([C:10]1[C:4]2[C:5](=[N:6][CH:7]=[C:2]([C:32]3[C:31]4[C:35](=[CH:36][CH:37]=[C:29]([O:28][CH:27]([F:26])[F:51])[CH:30]=4)[NH:34][N:33]=3)[N:3]=2)[N:8]([CH2:18][O:19][CH2:20][CH2:21][Si:22]([CH3:25])([CH3:24])[CH3:23])[CH:9]=1)=[O:12])([CH3:17])([CH3:16])[CH3:15]. The yield is 0.582. (7) The reactants are [NH2:1][CH2:2][C:3]1([OH:26])[CH2:6][N:5]([C:7]([C:9]2[CH:14]=[CH:13][C:12]([F:15])=[C:11]([F:16])[C:10]=2[NH:17][C:18]2[CH:23]=[CH:22][C:21]([I:24])=[CH:20][C:19]=2[F:25])=[O:8])[CH2:4]1.[CH3:27][S:28][C:29](SC)=[CH:30][N+:31]([O-:33])=[O:32]. The catalyst is C(O)C. The product is [F:16][C:11]1[C:10]([NH:17][C:18]2[CH:23]=[CH:22][C:21]([I:24])=[CH:20][C:19]=2[F:25])=[C:9]([C:7]([N:5]2[CH2:6][C:3]([CH2:2][NH:1]/[C:29](/[S:28][CH3:27])=[CH:30]/[N+:31]([O-:33])=[O:32])([OH:26])[CH2:4]2)=[O:8])[CH:14]=[CH:13][C:12]=1[F:15]. The yield is 0.390. (8) The reactants are [O:1]=[C:2]1[N:6]([C:7]2[CH:8]=[CH:9][C:10]3[C:16](=[O:17])[CH2:15][CH2:14][CH2:13][CH2:12][C:11]=3[CH:18]=2)[CH2:5][C@H:4]([CH2:19][NH:20][C:21](=[O:23])[CH3:22])[O:3]1.[Li+].C[Si]([N-][Si](C)(C)C)(C)C.[CH:34]1([C:39](Cl)=[O:40])[CH2:38][CH2:37][CH2:36][CH2:35]1.Cl. The catalyst is C1COCC1. The product is [CH:34]1([C:39]([CH:15]2[CH2:14][CH2:13][CH2:12][C:11]3[CH:18]=[C:7]([N:6]4[CH2:5][C@H:4]([CH2:19][NH:20][C:21](=[O:23])[CH3:22])[O:3][C:2]4=[O:1])[CH:8]=[CH:9][C:10]=3[C:16]2=[O:17])=[O:40])[CH2:38][CH2:37][CH2:36][CH2:35]1. The yield is 0.130.